This data is from NCI-60 drug combinations with 297,098 pairs across 59 cell lines. The task is: Regression. Given two drug SMILES strings and cell line genomic features, predict the synergy score measuring deviation from expected non-interaction effect. (1) Drug 1: C1CCC(CC1)NC(=O)N(CCCl)N=O. Drug 2: C1=CC=C(C=C1)NC(=O)CCCCCCC(=O)NO. Cell line: PC-3. Synergy scores: CSS=26.7, Synergy_ZIP=-4.02, Synergy_Bliss=3.76, Synergy_Loewe=-1.17, Synergy_HSA=5.35. (2) Drug 1: CC12CCC3C(C1CCC2O)C(CC4=C3C=CC(=C4)O)CCCCCCCCCS(=O)CCCC(C(F)(F)F)(F)F. Drug 2: C(CCl)NC(=O)N(CCCl)N=O. Cell line: HL-60(TB). Synergy scores: CSS=9.74, Synergy_ZIP=-2.69, Synergy_Bliss=0.517, Synergy_Loewe=2.87, Synergy_HSA=2.97.